From a dataset of Catalyst prediction with 721,799 reactions and 888 catalyst types from USPTO. Predict which catalyst facilitates the given reaction. (1) Reactant: [F:1][C:2]1[CH:7]=[CH:6][C:5]([OH:8])=[CH:4][CH:3]=1.N1C=CC=CC=1.[F:15][C:16]([F:29])([F:28])[S:17](O[S:17]([C:16]([F:29])([F:28])[F:15])(=[O:19])=[O:18])(=[O:19])=[O:18]. Product: [F:15][C:16]([F:29])([F:28])[S:17]([O:8][C:5]1[CH:6]=[CH:7][C:2]([F:1])=[CH:3][CH:4]=1)(=[O:19])=[O:18]. The catalyst class is: 158. (2) Reactant: [CH3:1][C:2]1[CH:7]=[CH:6][CH:5]=[CH:4][C:3]=1[CH2:8][NH:9][C:10](=[O:12])[CH3:11].[Cl-].[Cl-].[Cl-].[Al+3].[C:17](Cl)(=[O:19])[CH3:18]. Product: [C:17]([C:5]1[CH:6]=[CH:7][C:2]([CH3:1])=[C:3]([CH2:8][NH:9][C:10](=[O:12])[CH3:11])[CH:4]=1)(=[O:19])[CH3:18]. The catalyst class is: 4. (3) Reactant: [C:1]1(P(C2C=CC=CC=2)C2C=CC=CC=2)C=CC=CC=1.[NH2:20][C:21]1[N:22]=[CH:23][C:24]([C:38]2[CH:39]=[C:40]([CH2:44]O)[CH:41]=[CH:42][CH:43]=2)=[N:25][C:26]=1[C:27]1[NH:31][C:30]([C:32]2[CH:37]=[CH:36][CH:35]=[CH:34][CH:33]=2)=[N:29][N:28]=1.[C@@H:46]1([NH:55][S:56]([C:59]2[CH:64]=[CH:63][C:62]([N+:65]([O-:67])=[O:66])=[CH:61][C:60]=2[N+:68]([O-:70])=[O:69])(=[O:58])=[O:57])[C:54]2[C:49](=[CH:50][CH:51]=[CH:52][CH:53]=2)[CH2:48][CH2:47]1.N(C(OCC)=O)=NC(OCC)=O. Product: [NH2:20][C:21]1[N:22]=[CH:23][C:24]([C:38]2[CH:39]=[C:40]([CH:41]=[CH:42][CH:43]=2)[CH2:44][N:55]([C@@H:46]2[C:54]3[C:49](=[CH:50][CH:51]=[CH:52][CH:53]=3)[CH2:48][CH2:47]2)[S:56]([C:59]2[CH:64]=[CH:63][C:62]([N+:65]([O-:67])=[O:66])=[CH:61][C:60]=2[N+:68]([O-:70])=[O:69])(=[O:58])=[O:57])=[N:25][C:26]=1[C:27]1[NH:31][C:30]([CH2:32][C:33]2[CH:1]=[CH:37][CH:36]=[CH:35][CH:34]=2)=[N:29][N:28]=1. The catalyst class is: 56. (4) Reactant: [F:1][C:2]1[CH:7]=[CH:6][C:5]([N+:8]([O-])=O)=[CH:4][C:3]=1[NH:11][C:12](=[O:19])[C:13]1[CH:18]=[CH:17][CH:16]=[CH:15][CH:14]=1. Product: [NH2:8][C:5]1[CH:6]=[CH:7][C:2]([F:1])=[C:3]([NH:11][C:12](=[O:19])[C:13]2[CH:18]=[CH:17][CH:16]=[CH:15][CH:14]=2)[CH:4]=1. The catalyst class is: 45.